This data is from Catalyst prediction with 721,799 reactions and 888 catalyst types from USPTO. The task is: Predict which catalyst facilitates the given reaction. (1) Reactant: C([NH:5][S:6]([C:9]1[CH:10]=[C:11]([C:15]2[CH:20]=[CH:19][CH:18]=[C:17]([C:21]3[N:26]=[C:25]([C:27]4[S:28][C:29]([Cl:32])=[CH:30][CH:31]=4)[CH:24]=[C:23]([C:33]([F:36])([F:35])[F:34])[N:22]=3)[CH:16]=2)[CH:12]=[CH:13][CH:14]=1)(=[O:8])=[O:7])(C)(C)C.C(O)(C(F)(F)F)=O. Product: [Cl:32][C:29]1[S:28][C:27]([C:25]2[CH:24]=[C:23]([C:33]([F:34])([F:35])[F:36])[N:22]=[C:21]([C:17]3[CH:16]=[C:15]([C:11]4[CH:12]=[CH:13][CH:14]=[C:9]([S:6]([NH2:5])(=[O:8])=[O:7])[CH:10]=4)[CH:20]=[CH:19][CH:18]=3)[N:26]=2)=[CH:31][CH:30]=1. The catalyst class is: 4. (2) The catalyst class is: 685. Product: [CH3:1][N:2]1[CH:10]=[C:9]2[C:4]([CH:5]=[CH:6][CH:7]=[C:8]2[C@@H:11]2[CH2:13][C@H:12]2[CH2:14][NH:15][C:23](=[O:25])[CH3:24])=[N:3]1. Reactant: [CH3:1][N:2]1[CH:10]=[C:9]2[C:4]([CH:5]=[CH:6][CH:7]=[C:8]2[C@@H:11]2[CH2:13][C@H:12]2[CH2:14][NH2:15])=[N:3]1.C(N(CC)CC)C.[C:23](OC(=O)C)(=[O:25])[CH3:24]. (3) Reactant: Cl[C:2]1[N:10]=[C:9]2[C:5]([N:6]=[C:7]([CH2:12][CH2:13][N:14]3[CH2:19][CH2:18][N:17]([CH:20]([CH3:22])[CH3:21])[C:16](=[O:23])[CH2:15]3)[N:8]2[CH3:11])=[C:4]([N:24]2[CH2:29][CH2:28][O:27][CH2:26][CH2:25]2)[N:3]=1.[CH2:30]([C:32]1[NH:33][C:34]2[CH:40]=[CH:39][CH:38]=[CH:37][C:35]=2[N:36]=1)[CH3:31].CC(C1C=C(C(C)C)C(C2C=CC=CC=2P(C2CCCCC2)C2CCCCC2)=C(C(C)C)C=1)C.C([O-])([O-])=O.[Cs+].[Cs+]. Product: [CH2:30]([C:32]1[N:33]([C:2]2[N:10]=[C:9]3[C:5]([N:6]=[C:7]([CH2:12][CH2:13][N:14]4[CH2:19][CH2:18][N:17]([CH:20]([CH3:21])[CH3:22])[C:16](=[O:23])[CH2:15]4)[N:8]3[CH3:11])=[C:4]([N:24]3[CH2:29][CH2:28][O:27][CH2:26][CH2:25]3)[N:3]=2)[C:34]2[CH:40]=[CH:39][CH:38]=[CH:37][C:35]=2[N:36]=1)[CH3:31]. The catalyst class is: 62. (4) Reactant: [NH:1]1[CH:5]=[C:4]([CH:6]=[O:7])[N:3]=[CH:2]1.[Cl:8][C:9]1[CH:14]=[CH:13][C:12](I)=[C:11]([F:16])[CH:10]=1.C([O-])([O-])=O.[Cs+].[Cs+].CN[C@@H]1CCCC[C@H]1NC. Product: [Cl:8][C:9]1[CH:14]=[CH:13][C:12]([N:1]2[CH:5]=[C:4]([CH:6]=[O:7])[N:3]=[CH:2]2)=[C:11]([F:16])[CH:10]=1. The catalyst class is: 122. (5) Reactant: [CH3:1][S:2]/[C:3](=[N:18]\[C:19]1[CH:24]=[CH:23][CH:22]=[CH:21][CH:20]=1)/[N:4]1[CH2:9][CH2:8][C:7]2[N:10]=[C:11]([C:13]([O:15]CC)=[O:14])[S:12][C:6]=2[CH2:5]1.C([O-])([O-])=O.[K+].[K+].O. The catalyst class is: 5. Product: [CH3:1][S:2]/[C:3](=[N:18]\[C:19]1[CH:24]=[CH:23][CH:22]=[CH:21][CH:20]=1)/[N:4]1[CH2:9][CH2:8][C:7]2[N:10]=[C:11]([C:13]([OH:15])=[O:14])[S:12][C:6]=2[CH2:5]1.